This data is from Retrosynthesis with 50K atom-mapped reactions and 10 reaction types from USPTO. The task is: Predict the reactants needed to synthesize the given product. Given the product CC(=O)N1CCc2ccc(N(C(=O)/C=C/c3ccsc3)C3CCN(Cc4ccccc4)CC3)cc21, predict the reactants needed to synthesize it. The reactants are: CC(=O)N1CCc2ccc(NC3CCN(Cc4ccccc4)CC3)cc21.O=C(O)/C=C/c1ccsc1.